This data is from Full USPTO retrosynthesis dataset with 1.9M reactions from patents (1976-2016). The task is: Predict the reactants needed to synthesize the given product. Given the product [C:1]([O:5][C:6]([NH:8][C@H:9]([C:32]([O:34][C:35]([CH3:38])([CH3:37])[CH3:36])=[O:33])[CH2:10][CH2:11][SH:12])=[O:7])([CH3:3])([CH3:4])[CH3:2], predict the reactants needed to synthesize it. The reactants are: [C:1]([O:5][C:6]([NH:8][C@H:9]([C:32]([O:34][C:35]([CH3:38])([CH3:37])[CH3:36])=[O:33])[CH2:10][CH2:11][S:12][S:12][CH2:11][CH2:10][C@H:9]([NH:8][C:6]([O:5][C:1]([CH3:4])([CH3:3])[CH3:2])=[O:7])[C:32]([O:34][C:35]([CH3:38])([CH3:37])[CH3:36])=[O:33])=[O:7])([CH3:4])([CH3:3])[CH3:2].O.C(P(CCCC)CCCC)CCC.